Dataset: Reaction yield outcomes from USPTO patents with 853,638 reactions. Task: Predict the reaction yield, written as a fraction of the theoretical maximum amount of product (1.0 means a 100% yield; for example, 0.34 means a 34% yield). (1) The reactants are [CH2:1]([O:3][C:4]([C:6]1[N:7]=[C:8]([NH:11][C:12](=[O:27])[CH:13]([C:20]2[CH:25]=[CH:24][C:23]([Cl:26])=[CH:22][CH:21]=2)[CH2:14][CH:15]2[CH2:19][CH2:18][CH2:17][CH2:16]2)[S:9][CH:10]=1)=[O:5])C.S(=O)(=O)(O)O. The catalyst is CO. The yield is 0.407. The product is [CH3:1][O:3][C:4]([C:6]1[N:7]=[C:8]([NH:11][C:12](=[O:27])[CH:13]([C:20]2[CH:21]=[CH:22][C:23]([Cl:26])=[CH:24][CH:25]=2)[CH2:14][CH:15]2[CH2:16][CH2:17][CH2:18][CH2:19]2)[S:9][CH:10]=1)=[O:5]. (2) The product is [Cl:18][C:13]1[CH:12]=[C:11]([CH2:10][CH2:9][CH2:8][C:5]2[CH:4]=[C:3]3[C:2](=[CH:7][CH:6]=2)[NH:1][C:26]2[C:22]([C:23]([OH:25])=[O:24])=[CH:21][C:29]([N+:30]([O-:32])=[O:31])=[CH:28][C:27]=2[O:19]3)[CH:16]=[CH:15][C:14]=1[Cl:17]. The catalyst is O. The yield is 0.870. The reactants are [NH2:1][C:2]1[CH:7]=[CH:6][C:5]([CH2:8][CH2:9][CH2:10][C:11]2[CH:16]=[CH:15][C:14]([Cl:17])=[C:13]([Cl:18])[CH:12]=2)=[CH:4][C:3]=1[OH:19].Cl[C:21]1[C:29]([N+:30]([O-:32])=[O:31])=[CH:28][C:27]([N+]([O-])=O)=[CH:26][C:22]=1[C:23]([OH:25])=[O:24].C([O-])(=O)C.[Na+].[OH-].[Na+]. (3) The reactants are [CH3:1][C:2]1[C:6]([CH3:7])=[C:5]([NH:8][C:9](=[O:16])OCC(Cl)(Cl)Cl)[O:4][N:3]=1.Cl.Cl.[F:19][C:20]1[C:25]([F:26])=[CH:24][CH:23]=[CH:22][C:21]=1[C:27]1[CH:32]=[CH:31][N:30]=[C:29]([N:33]2[CH2:38][CH2:37][NH:36][CH2:35][CH2:34]2)[N:28]=1. The catalyst is O1CCCC1.CCCCCC. The product is [CH3:1][C:2]1[C:6]([CH3:7])=[C:5]([NH:8][C:9]([N:36]2[CH2:37][CH2:38][N:33]([C:29]3[N:28]=[C:27]([C:21]4[CH:22]=[CH:23][CH:24]=[C:25]([F:26])[C:20]=4[F:19])[CH:32]=[CH:31][N:30]=3)[CH2:34][CH2:35]2)=[O:16])[O:4][N:3]=1. The yield is 0.580. (4) The reactants are [NH2:1][C:2]1[CH:3]=[CH:4][C:5]2[C:14]3[C:9](=[N:10][CH:11]=[CH:12][CH:13]=3)[O:8][C:7](=[O:15])[C:6]=2[CH:16]=1.II. The catalyst is CC(C)=O. The product is [CH3:6][C:5]1([CH3:14])[CH:4]=[C:3]([CH3:2])[C:16]2[C:2](=[CH:3][CH:4]=[C:5]3[C:6]=2[C:7](=[O:15])[O:8][C:9]2[C:14]3=[CH:13][CH:12]=[CH:11][N:10]=2)[NH:1]1. The yield is 0.230. (5) The reactants are [NH2:1][CH2:2][C:3]1([CH2:12][C:13]([O:15][C:16]([CH3:19])([CH3:18])[CH3:17])=[O:14])[CH2:9][CH:8]2[CH:4]1[CH:5]=[C:6]([CH2:10][CH3:11])[CH2:7]2.[C:20]([OH:30])(=[O:29])[C@@H:21]([C:23]1[CH:28]=[CH:27][CH:26]=[CH:25][CH:24]=1)[OH:22]. The catalyst is C(#N)C. The product is [C:20]([OH:30])(=[O:29])[C@@H:21]([C:23]1[CH:28]=[CH:27][CH:26]=[CH:25][CH:24]=1)[OH:22].[NH2:1][CH2:2][C@:3]1([CH2:12][C:13]([O:15][C:16]([CH3:17])([CH3:19])[CH3:18])=[O:14])[CH2:9][C@@H:8]2[C@H:4]1[CH:5]=[C:6]([CH2:10][CH3:11])[CH2:7]2. The yield is 0.294. (6) The reactants are [CH3:1][O:2][CH2:3][CH2:4][O:5][CH2:6][CH2:7][N:8]1[C:20]2[CH:19]=[CH:18][C:17](/[CH:21]=[CH:22]/[C:23]3[C:24]4[C:29]([N:30]=[C:31]5[C:36]=3[CH:35]=[CH:34][CH:33]=[CH:32]5)=[CH:28][CH:27]=[CH:26][CH:25]=4)=[CH:16][C:15]=2[C:14]2[C:9]1=[CH:10][CH:11]=[CH:12][CH:13]=2.[I:37][CH2:38][CH2:39][OH:40]. The catalyst is C(#N)C. The product is [I-:37].[OH:40][CH2:39][CH2:38][N+:30]1[C:31]2[C:36](=[CH:35][CH:34]=[CH:33][CH:32]=2)[C:23](/[CH:22]=[CH:21]/[C:17]2[CH:18]=[CH:19][C:20]3[N:8]([CH2:7][CH2:6][O:5][CH2:4][CH2:3][O:2][CH3:1])[C:9]4[C:14]([C:15]=3[CH:16]=2)=[CH:13][CH:12]=[CH:11][CH:10]=4)=[C:24]2[C:29]=1[CH:28]=[CH:27][CH:26]=[CH:25]2. The yield is 0.520. (7) The reactants are [N+]([C:4]1[CH:5]=[C:6]([CH:9]=[C:10]([N+:12]([O-:14])=[O:13])[CH:11]=1)[C:7]#[N:8])([O-])=O.[CH3:15][C:16]1[N:21]=[CH:20][C:19]([OH:22])=[CH:18][CH:17]=1.C([O-])([O-])=O.[K+].[K+].O. The catalyst is CN(C=O)C. The product is [CH3:15][C:16]1[N:21]=[CH:20][C:19]([O:22][C:4]2[CH:5]=[C:6]([CH:9]=[C:10]([N+:12]([O-:14])=[O:13])[CH:11]=2)[C:7]#[N:8])=[CH:18][CH:17]=1. The yield is 0.760. (8) The reactants are [CH2:1]([O:3][C:4]([CH:6]1[NH:10][N:9]=[C:8]([C:11]([CH3:14])([CH3:13])[CH3:12])[S:7]1)=[O:5])[CH3:2].[CH:15]1[C:27]2[CH:26]([CH2:28][O:29][C:30](=[O:39])[NH:31][CH:32]([C:36](Cl)=[O:37])[CH:33]([CH3:35])[CH3:34])[C:25]3[C:20](=[CH:21][CH:22]=[CH:23][CH:24]=3)[C:19]=2[CH:18]=[CH:17][CH:16]=1. The catalyst is C1(C)C=CC=CC=1. The product is [CH2:1]([O:3][C:4]([CH:6]1[N:10]([C:36](=[O:37])[CH:32]([NH:31][C:30]([O:29][CH2:28][CH:26]2[C:27]3[CH:15]=[CH:16][CH:17]=[CH:18][C:19]=3[C:20]3[C:25]2=[CH:24][CH:23]=[CH:22][CH:21]=3)=[O:39])[CH:33]([CH3:35])[CH3:34])[N:9]=[C:8]([C:11]([CH3:13])([CH3:12])[CH3:14])[S:7]1)=[O:5])[CH3:2]. The yield is 0.490. (9) The reactants are [Cl:1][CH2:2][C@@H:3]([OH:27])[CH2:4][O:5][C:6]1[CH:11]=[CH:10][C:9]([C:12]([C:15]2[CH:26]=[CH:25][C:18]([O:19][CH2:20][C@H:21]([OH:24])[CH2:22][OH:23])=[CH:17][CH:16]=2)([CH3:14])[CH3:13])=[CH:8][CH:7]=1.N1C(C)=CC=CC=1C.[C:36](Cl)(=[O:38])[CH3:37]. The catalyst is ClCCl. The product is [C:36]([O:23][CH2:22][C@@H:21]([OH:24])[CH2:20][O:19][C:18]1[CH:17]=[CH:16][C:15]([C:12]([C:9]2[CH:8]=[CH:7][C:6]([O:5][CH2:4][C@H:3]([OH:27])[CH2:2][Cl:1])=[CH:11][CH:10]=2)([CH3:14])[CH3:13])=[CH:26][CH:25]=1)(=[O:38])[CH3:37]. The yield is 0.270. (10) The reactants are [Cl:1][C:2]1[CH:10]=[C:9]2[C:5]([C:6]([C:12]3[N:13]=[C:14]4[C:20]([C:21](O)=[O:22])=[CH:19][N:18]([CH2:24][O:25][CH2:26][CH2:27][Si:28]([CH3:31])([CH3:30])[CH3:29])[C:15]4=[N:16][CH:17]=3)=[N:7][N:8]2[CH3:11])=[CH:4][CH:3]=1.FC(F)(F)C(O)=O.[NH2:39][C@H:40]([CH2:49][O:50][CH3:51])[C:41]([N:43]1[CH2:46][CH:45]([C:47]#[N:48])[CH2:44]1)=[O:42].CN(C(ON1N=NC2C=CC=NC1=2)=[N+](C)C)C.F[P-](F)(F)(F)(F)F.C(N(CC)C(C)C)(C)C. The catalyst is C(#N)C. The product is [C:47]([CH:45]1[CH2:44][N:43]([C:41](=[O:42])[C@H:40]([NH:39][C:21]([C:20]2[C:14]3[C:15](=[N:16][CH:17]=[C:12]([C:6]4[C:5]5[C:9](=[CH:10][C:2]([Cl:1])=[CH:3][CH:4]=5)[N:8]([CH3:11])[N:7]=4)[N:13]=3)[N:18]([CH2:24][O:25][CH2:26][CH2:27][Si:28]([CH3:30])([CH3:29])[CH3:31])[CH:19]=2)=[O:22])[CH2:49][O:50][CH3:51])[CH2:46]1)#[N:48]. The yield is 0.630.